From a dataset of Reaction yield outcomes from USPTO patents with 853,638 reactions. Predict the reaction yield, written as a fraction of the theoretical maximum amount of product (1.0 means a 100% yield; for example, 0.34 means a 34% yield). (1) The reactants are Br[C:2]1[CH:3]=[C:4]2[C:10]([C:11]3[CH:16]=[CH:15][C:14]([F:17])=[CH:13][CH:12]=3)=[CH:9][N:8](S(C3C=CC(C)=CC=3)(=O)=O)[C:5]2=[N:6][CH:7]=1.[CH3:28][O:29][C:30]1[CH:31]=[C:32](B(O)O)[CH:33]=[C:34]([O:38][CH3:39])[C:35]=1[O:36][CH3:37].C([O-])([O-])=O.[Na+].[Na+].CCOC(C)=O. The catalyst is CC#N.Cl[Pd](Cl)([P](C1C=CC=CC=1)(C1C=CC=CC=1)C1C=CC=CC=1)[P](C1C=CC=CC=1)(C1C=CC=CC=1)C1C=CC=CC=1. The product is [F:17][C:14]1[CH:13]=[CH:12][C:11]([C:10]2[C:4]3[C:5](=[N:6][CH:7]=[C:2]([C:32]4[CH:33]=[C:34]([O:38][CH3:39])[C:35]([O:36][CH3:37])=[C:30]([O:29][CH3:28])[CH:31]=4)[CH:3]=3)[NH:8][CH:9]=2)=[CH:16][CH:15]=1. The yield is 0.290. (2) The reactants are [F:1][C:2]1[CH:7]=[CH:6][C:5]([N:8]2[C:12]3([CH2:17][CH2:16][NH:15][CH2:14][CH2:13]3)[C:11](=[O:18])[N:10]([CH2:19][C:20]3[CH:21]=[C:22]([CH:30]=[CH:31][CH:32]=3)[C:23]([O:25][C:26]([CH3:29])([CH3:28])[CH3:27])=[O:24])[CH2:9]2)=[CH:4][CH:3]=1.[I-].[Na+].C(=O)([O-])[O-].[K+].[K+].Cl[CH2:42][CH2:43][CH2:44][N:45]1[C:53]2[C:48](=[CH:49][CH:50]=[CH:51][CH:52]=2)[C:47]([CH3:55])([CH3:54])[C:46]1=[O:56]. The catalyst is CC(=O)CC. The product is [CH3:55][C:47]1([CH3:54])[C:48]2[C:53](=[CH:52][CH:51]=[CH:50][CH:49]=2)[N:45]([CH2:44][CH2:43][CH2:42][N:15]2[CH2:14][CH2:13][C:12]3([N:8]([C:5]4[CH:4]=[CH:3][C:2]([F:1])=[CH:7][CH:6]=4)[CH2:9][N:10]([CH2:19][C:20]4[CH:21]=[C:22]([CH:30]=[CH:31][CH:32]=4)[C:23]([O:25][C:26]([CH3:27])([CH3:28])[CH3:29])=[O:24])[C:11]3=[O:18])[CH2:17][CH2:16]2)[C:46]1=[O:56]. The yield is 0.780. (3) The reactants are [Cl:1][C:2]1[N:7]=[C:6](Cl)[CH:5]=[CH:4][N:3]=1.[OH:9][C:10]1[CH:38]=[CH:37][CH:36]=[CH:35][C:11]=1[CH2:12][NH:13][C:14]([NH:16][C:17]1[N:21]([C:22]2[CH:27]=[CH:26][CH:25]=[C:24]([N:28]([CH3:30])[CH3:29])[CH:23]=2)[N:20]=[C:19]([C:31]([CH3:34])([CH3:33])[CH3:32])[CH:18]=1)=[O:15].[OH-].[Na+].[Cl-].[NH4+]. The catalyst is CC(C)=O. The product is [Cl:1][C:2]1[N:7]=[C:6]([O:9][C:10]2[CH:38]=[CH:37][CH:36]=[CH:35][C:11]=2[CH2:12][NH:13][C:14]([NH:16][C:17]2[N:21]([C:22]3[CH:27]=[CH:26][CH:25]=[C:24]([N:28]([CH3:30])[CH3:29])[CH:23]=3)[N:20]=[C:19]([C:31]([CH3:34])([CH3:32])[CH3:33])[CH:18]=2)=[O:15])[CH:5]=[CH:4][N:3]=1. The yield is 0.790. (4) The reactants are [NH2:1][C:2]1[C:7]([C:8]([O:10]C)=[O:9])=[C:6]([O:12][CH3:13])[CH:5]=[C:4]([O:14][CH3:15])[N:3]=1.[OH-].[K+]. The catalyst is O.C(O)C. The product is [NH2:1][C:2]1[N:3]=[C:4]([O:14][CH3:15])[CH:5]=[C:6]([O:12][CH3:13])[C:7]=1[C:8]([OH:10])=[O:9]. The yield is 1.00. (5) The reactants are P([O-])([O-])([O-])=O.[Cl:6][C:7]1[N:12]=[C:11]([CH2:13][OH:14])[CH:10]=[CH:9][C:8]=1[C:15]1([F:19])[CH2:18][CH2:17][CH2:16]1.Cl([O-])=[O:21].[Na+].Cl[O-].[Na+].[OH-].[Na+].Cl. The catalyst is C(#N)C.O.CC1(C)N([O])C(C)(C)CCC1. The product is [Cl:6][C:7]1[N:12]=[C:11]([C:13]([OH:21])=[O:14])[CH:10]=[CH:9][C:8]=1[C:15]1([F:19])[CH2:18][CH2:17][CH2:16]1. The yield is 0.900. (6) The reactants are [Cl:1][CH2:2][CH:3]1[C:11]2[C:10]3[CH:12]=[CH:13][CH:14]=[C:15](I)[C:9]=3[CH:8]=[CH:7][C:6]=2[N:5]([C:17](=[O:22])[C:18]([F:21])([F:20])[F:19])[CH2:4]1.[C-:23]#[N:24].[K+]. The catalyst is C1COCC1.CCOC(C)=O.C1C=CC([P]([Pd]([P](C2C=CC=CC=2)(C2C=CC=CC=2)C2C=CC=CC=2)([P](C2C=CC=CC=2)(C2C=CC=CC=2)C2C=CC=CC=2)[P](C2C=CC=CC=2)(C2C=CC=CC=2)C2C=CC=CC=2)(C2C=CC=CC=2)C2C=CC=CC=2)=CC=1.[Cu]I. The product is [Cl:1][CH2:2][CH:3]1[C:11]2[C:10]3[CH:12]=[CH:13][CH:14]=[C:15]([C:23]#[N:24])[C:9]=3[CH:8]=[CH:7][C:6]=2[N:5]([C:17](=[O:22])[C:18]([F:21])([F:20])[F:19])[CH2:4]1. The yield is 0.850.